From a dataset of Forward reaction prediction with 1.9M reactions from USPTO patents (1976-2016). Predict the product of the given reaction. (1) Given the reactants [K].C([O:9][C:10]1[CH:15]=[C:14]([CH2:16][CH:17]([CH3:22])[C:18](=[O:21])[CH2:19][CH3:20])[CH:13]=[CH:12][C:11]=1[N:23]1[S:27](=[O:29])(=[O:28])[NH:26][C:25](=[O:30])[CH2:24]1)C1C=CC=CC=1, predict the reaction product. The product is: [OH:9][C:10]1[CH:15]=[C:14]([CH2:16][CH:17]([CH3:22])[C:18](=[O:21])[CH2:19][CH3:20])[CH:13]=[CH:12][C:11]=1[N:23]1[S:27](=[O:29])(=[O:28])[NH:26][C:25](=[O:30])[CH2:24]1. (2) Given the reactants [C@@H:1]1([C:10]2[C:11](=[O:17])[NH:12][CH:13]=[C:14](I)[CH:15]=2)[O:7][C@H:6]([CH2:8][OH:9])[C@@H:4]([OH:5])[C@H:2]1[OH:3].C(N(CC)CC)C.[C:25]1([C:31]#[CH:32])[CH:30]=[CH:29][CH:28]=[CH:27][CH:26]=1.C(OCC)(=O)C, predict the reaction product. The product is: [C@@H:1]1([C:10]2[C:11](=[O:17])[NH:12][CH:13]=[C:14]([C:32]#[C:31][C:25]3[CH:30]=[CH:29][CH:28]=[CH:27][CH:26]=3)[CH:15]=2)[O:7][C@H:6]([CH2:8][OH:9])[C@@H:4]([OH:5])[C@H:2]1[OH:3]. (3) Given the reactants [Cl:1][C:2]1[N:3]=[N:4][C:5]([Cl:8])=[CH:6][CH:7]=1.[Li+].[Cl-].[I:11]I, predict the reaction product. The product is: [Cl:1][C:2]1[N:3]=[N:4][C:5]([Cl:8])=[CH:6][C:7]=1[I:11]. (4) Given the reactants [NH:1]1[C:9]2[C:4](=[CH:5][CH:6]=[C:7]([CH:10]([C:16]3[C:24]4[C:19](=[CH:20][CH:21]=[CH:22][CH:23]=4)[NH:18][CH:17]=3)[CH2:11][C:12]([NH:14][CH3:15])=O)[CH:8]=2)[CH:3]=[CH:2]1.N1C2C(=CC=CC=2C(C2C=CC=CC=2)CCNC)C=C1, predict the reaction product. The product is: [NH:1]1[C:9]2[C:4](=[CH:5][CH:6]=[C:7]([CH:10]([C:16]3[C:24]4[C:19](=[CH:20][CH:21]=[CH:22][CH:23]=4)[NH:18][CH:17]=3)[CH2:11][CH2:12][NH:14][CH3:15])[CH:8]=2)[CH:3]=[CH:2]1.